This data is from NCI-60 drug combinations with 297,098 pairs across 59 cell lines. The task is: Regression. Given two drug SMILES strings and cell line genomic features, predict the synergy score measuring deviation from expected non-interaction effect. (1) Drug 1: C1=C(C(=O)NC(=O)N1)N(CCCl)CCCl. Drug 2: CC(C)NC(=O)C1=CC=C(C=C1)CNNC.Cl. Cell line: TK-10. Synergy scores: CSS=0.767, Synergy_ZIP=-1.24, Synergy_Bliss=-3.21, Synergy_Loewe=-11.7, Synergy_HSA=-5.27. (2) Drug 1: C1=NC2=C(N1)C(=S)N=C(N2)N. Drug 2: CC1C(C(CC(O1)OC2CC(CC3=C2C(=C4C(=C3O)C(=O)C5=CC=CC=C5C4=O)O)(C(=O)C)O)N)O. Cell line: SN12C. Synergy scores: CSS=43.5, Synergy_ZIP=-4.14, Synergy_Bliss=-4.12, Synergy_Loewe=-6.98, Synergy_HSA=0.197. (3) Drug 1: CC1C(C(=O)NC(C(=O)N2CCCC2C(=O)N(CC(=O)N(C(C(=O)O1)C(C)C)C)C)C(C)C)NC(=O)C3=C4C(=C(C=C3)C)OC5=C(C(=O)C(=C(C5=N4)C(=O)NC6C(OC(=O)C(N(C(=O)CN(C(=O)C7CCCN7C(=O)C(NC6=O)C(C)C)C)C)C(C)C)C)N)C. Drug 2: CCCCCOC(=O)NC1=NC(=O)N(C=C1F)C2C(C(C(O2)C)O)O. Cell line: HOP-62. Synergy scores: CSS=4.78, Synergy_ZIP=-0.554, Synergy_Bliss=-5.64, Synergy_Loewe=-2.37, Synergy_HSA=-2.85. (4) Drug 1: C1=CN(C(=O)N=C1N)C2C(C(C(O2)CO)O)O.Cl. Drug 2: CN1C2=C(C=C(C=C2)N(CCCl)CCCl)N=C1CCCC(=O)O.Cl. Cell line: BT-549. Synergy scores: CSS=18.7, Synergy_ZIP=-7.87, Synergy_Bliss=0.789, Synergy_Loewe=-20.5, Synergy_HSA=-0.895. (5) Cell line: LOX IMVI. Synergy scores: CSS=29.3, Synergy_ZIP=-0.719, Synergy_Bliss=0.167, Synergy_Loewe=-19.6, Synergy_HSA=1.55. Drug 1: CC1=C(N=C(N=C1N)C(CC(=O)N)NCC(C(=O)N)N)C(=O)NC(C(C2=CN=CN2)OC3C(C(C(C(O3)CO)O)O)OC4C(C(C(C(O4)CO)O)OC(=O)N)O)C(=O)NC(C)C(C(C)C(=O)NC(C(C)O)C(=O)NCCC5=NC(=CS5)C6=NC(=CS6)C(=O)NCCC[S+](C)C)O. Drug 2: CC12CCC3C(C1CCC2OP(=O)(O)O)CCC4=C3C=CC(=C4)OC(=O)N(CCCl)CCCl.[Na+].